Dataset: Full USPTO retrosynthesis dataset with 1.9M reactions from patents (1976-2016). Task: Predict the reactants needed to synthesize the given product. (1) Given the product [Br:1][C:2]1[CH:11]=[C:10]2[C:5]([CH:6]=[CH:7][N:8]=[C:9]2[N:8]([CH2:7][CH2:6][CH2:5][CH3:4])[CH3:9])=[CH:4][CH:3]=1, predict the reactants needed to synthesize it. The reactants are: [Br:1][C:2]1[CH:11]=[C:10]2[C:5]([CH:6]=[CH:7][N:8]=[C:9]2Cl)=[CH:4][CH:3]=1. (2) Given the product [CH3:21][O:22][C:23](=[O:33])[CH2:24][CH2:25][CH2:26][CH:27]1[CH2:32][CH2:31][N:30]([S:7]([C:1]2[CH:6]=[CH:5][CH:4]=[CH:3][CH:2]=2)(=[O:9])=[O:8])[CH2:29][CH2:28]1, predict the reactants needed to synthesize it. The reactants are: [C:1]1([S:7](Cl)(=[O:9])=[O:8])[CH:6]=[CH:5][CH:4]=[CH:3][CH:2]=1.CCN(C(C)C)C(C)C.Cl.[CH3:21][O:22][C:23](=[O:33])[CH2:24][CH2:25][CH2:26][CH:27]1[CH2:32][CH2:31][NH:30][CH2:29][CH2:28]1. (3) Given the product [F:32][CH2:33][CH2:34][O:24][C:20]1[CH:19]=[C:18]([C@@H:8]2[C@@H:9]([OH:17])[C@@H:10]([OH:16])[C@H:11]([OH:12])[C@@H:6]([CH2:5][OH:4])[O:7]2)[CH:23]=[CH:22][CH:21]=1, predict the reactants needed to synthesize it. The reactants are: C([O:4][CH2:5][C@@H:6]1[C@@H:11]([O:12]C(=O)C)[C@H:10]([OH:16])[C@H:9]([OH:17])[C@@H:8]([C:18]2[CH:23]=[CH:22][CH:21]=[C:20]([O:24][Si](C(C)(C)C)(C)C)[CH:19]=2)[O:7]1)(=O)C.[F:32][CH2:33][CH2:34]I.C([O-])([O-])=O.[Cs+].[Cs+]. (4) Given the product [NH2:36][C:33]1[N:34]=[CH:35][C:30]([C:28]2[CH:27]=[CH:26][C:20]3[N:21]([C:22]([CH3:23])([CH3:24])[CH3:25])[C:17]([C:12]4[CH:13]=[CH:14][CH:15]=[CH:16][C:11]=4[C:10]4[N:6]([CH2:5][C:4]([OH:38])=[O:3])[N:7]=[C:8]([CH3:37])[N:9]=4)=[N:18][C:19]=3[CH:29]=2)=[CH:31][N:32]=1, predict the reactants needed to synthesize it. The reactants are: C([O:3][C:4](=[O:38])[CH2:5][N:6]1[C:10]([C:11]2[CH:16]=[CH:15][CH:14]=[CH:13][C:12]=2[C:17]2[N:21]([C:22]([CH3:25])([CH3:24])[CH3:23])[C:20]3[CH:26]=[CH:27][C:28]([C:30]4[CH:31]=[N:32][C:33]([NH2:36])=[N:34][CH:35]=4)=[CH:29][C:19]=3[N:18]=2)=[N:9][C:8]([CH3:37])=[N:7]1)C. (5) The reactants are: [F:1][C:2]1[CH:7]=[CH:6][C:5]([C:8]2[N:13]=[N:12][C:11]([O:14]C)=[C:10]([O:16][CH3:17])[CH:9]=2)=[CH:4][CH:3]=1. Given the product [F:1][C:2]1[CH:3]=[CH:4][C:5]([C:8]2[CH:9]=[C:10]([O:16][CH3:17])[C:11](=[O:14])[NH:12][N:13]=2)=[CH:6][CH:7]=1, predict the reactants needed to synthesize it. (6) Given the product [Cl:15][C:2]1[N:3]=[CH:4][C:5]2[CH2:12][CH2:11][CH2:10][CH2:9][CH2:8][CH2:7][C:6]=2[N:1]=1, predict the reactants needed to synthesize it. The reactants are: [N:1]1[C:2](=O)[NH:3][CH:4]=[C:5]2[CH2:12][CH2:11][CH2:10][CH2:9][CH2:8][CH2:7][C:6]=12.O(Cl)[Cl:15].[P+3].